Dataset: Reaction yield outcomes from USPTO patents with 853,638 reactions. Task: Predict the reaction yield, written as a fraction of the theoretical maximum amount of product (1.0 means a 100% yield; for example, 0.34 means a 34% yield). (1) The reactants are [F:1][C:2]([F:13])([F:12])[C:3]1[C:4]([C:9]([OH:11])=O)=[N:5][CH:6]=[CH:7][CH:8]=1.C(Cl)(=O)C(Cl)=O.[NH2:20][C:21]1[CH:22]=[C:23]([CH:40]=[CH:41][CH:42]=1)[O:24][C:25]1[CH:26]=[CH:27][C:28]2[N:29]([CH:31]=[C:32]([NH:34][C:35]([CH:37]3[CH2:39][CH2:38]3)=[O:36])[N:33]=2)[CH:30]=1. The product is [CH:37]1([C:35]([NH:34][C:32]2[N:33]=[C:28]3[CH:27]=[CH:26][C:25]([O:24][C:23]4[CH:22]=[C:21]([NH:20][C:9]([C:4]5[C:3]([C:2]([F:1])([F:13])[F:12])=[CH:8][CH:7]=[CH:6][N:5]=5)=[O:11])[CH:42]=[CH:41][CH:40]=4)=[CH:30][N:29]3[CH:31]=2)=[O:36])[CH2:38][CH2:39]1. The catalyst is O1CCCC1.CN(C)C=O.C(=O)([O-])O.[Na+]. The yield is 0.700. (2) The reactants are [CH2:1]([O:3][C:4]([CH:6]1[CH2:11][NH:10][C:9]2[CH:12]=[C:13]([Cl:17])[C:14]([Br:16])=[CH:15][C:8]=2[O:7]1)=[O:5])[CH3:2].[O:18](C(OC(C)(C)C)=O)[C:19]([O:21][C:22]([CH3:25])([CH3:24])[CH3:23])=O. The catalyst is C1COCC1.CN(C1C=CN=CC=1)C. The product is [CH3:2][CH2:1][O:3][C:4]([CH:6]1[CH2:11][N:10]([C:19]([O:21][C:22]([CH3:25])([CH3:24])[CH3:23])=[O:18])[C:9]2[CH:12]=[C:13]([Cl:17])[C:14]([Br:16])=[CH:15][C:8]=2[O:7]1)=[O:5]. The yield is 0.845. (3) The reactants are [CH:1]1[C:10]2[C:5](=[CH:6][CH:7]=[CH:8][CH:9]=2)[CH:4]=[CH:3][C:2]=1[S:11](Cl)(=[O:13])=[O:12].Cl.N[C:17]1[CH:26]=[CH:25][C:20]([C:21]([O:23][CH3:24])=[O:22])=[CH:19][N:18]=1.O.[N:28]1C=CC=CC=1. No catalyst specified. The product is [CH:1]1[C:10]2[C:5](=[CH:6][CH:7]=[CH:8][CH:9]=2)[CH:4]=[CH:3][C:2]=1[S:11]([NH:28][C:19]1[C:20]([C:21]([O:23][CH3:24])=[O:22])=[CH:25][CH:26]=[CH:17][N:18]=1)(=[O:13])=[O:12]. The yield is 0.750. (4) The reactants are [C:1]([O:4][C@@H:5]1[C@H:9]([O:10][C:11](=[O:13])[CH3:12])[C@@H:8]([CH2:14][O:15][C:16](=[O:18])[CH3:17])[O:7][C@H:6]1[N:19]1[C:29]2[N:28]=[C:26]([NH2:27])[NH:25][C:23](=[O:24])[C:22]=2[N:21]=[CH:20]1)(=[O:3])[CH3:2].C=O.[CH3:32][C:33]1[CH:38]=[CH:37][C:36]([SH:39])=[CH:35][CH:34]=1.[C:40](O)(=O)C. The catalyst is C(O)C. The product is [C:1]([O:4][C@@H:5]1[C@H:9]([O:10][C:11](=[O:13])[CH3:12])[C@@H:8]([CH2:14][O:15][C:16](=[O:18])[CH3:17])[O:7][C@H:6]1[N:19]1[C:29]2[N:28]=[C:26]([NH:27][CH2:40][S:39][C:36]3[CH:37]=[CH:38][C:33]([CH3:32])=[CH:34][CH:35]=3)[NH:25][C:23](=[O:24])[C:22]=2[N:21]=[CH:20]1)(=[O:3])[CH3:2]. The yield is 0.750.